This data is from Retrosynthesis with 50K atom-mapped reactions and 10 reaction types from USPTO. The task is: Predict the reactants needed to synthesize the given product. (1) Given the product COc1cc(OC)nc(NC(=O)NS(=O)(=O)Oc2ccccc2-c2csnn2)n1, predict the reactants needed to synthesize it. The reactants are: COc1cc(OC)nc(N)n1.O=C=NS(=O)(=O)Oc1ccccc1-c1csnn1. (2) Given the product Cc1cc(Cl)cc(Cl)c1N=C=S, predict the reactants needed to synthesize it. The reactants are: Cc1cc(Cl)cc(Cl)c1N.S=C(Cl)Cl. (3) The reactants are: CCOC(=O)c1cnc(N2CC3C(CNCc4ccc5ccccc5c4)C3C2)nc1. Given the product O=C(O)c1cnc(N2CC3C(CNCc4ccc5ccccc5c4)C3C2)nc1, predict the reactants needed to synthesize it. (4) Given the product CCCCCCCCC(=O)Oc1ccccc1, predict the reactants needed to synthesize it. The reactants are: CCCCCCCCC(=O)O.Oc1ccccc1. (5) Given the product Cc1onc(-c2cccc(Br)c2)c1-c1csc(C2CCN(S(=O)(=O)Cc3ccccc3)CC2)n1, predict the reactants needed to synthesize it. The reactants are: Cc1onc(-c2cccc(Br)c2)c1-c1csc(C2CCNCC2)n1.O=S(=O)(Cl)Cc1ccccc1. (6) Given the product C[C@H]1CN(c2c(C=O)cc(C#Cc3cn(C)cn3)c(F)c2F)C[C@@H](C)O1, predict the reactants needed to synthesize it. The reactants are: C#Cc1cc(C=O)c(N2C[C@H](C)O[C@H](C)C2)c(F)c1F.Cn1cnc(Br)c1. (7) Given the product COc1cc(F)c(F)cc1CCO, predict the reactants needed to synthesize it. The reactants are: COc1cc(F)c(F)cc1CC(=O)O.